Task: Predict the product of the given reaction.. Dataset: Forward reaction prediction with 1.9M reactions from USPTO patents (1976-2016) (1) The product is: [Cl:1][C:2]1[CH:3]=[CH:4][C:5]2[N:6]([C:8]([CH2:11][OH:12])=[CH:9][N:10]=2)[N:7]=1. Given the reactants [Cl:1][C:2]1[CH:3]=[CH:4][C:5]2[N:6]([C:8]([CH:11]=[O:12])=[CH:9][N:10]=2)[N:7]=1.[BH4-].[Na+], predict the reaction product. (2) The product is: [CH3:23][O:22][C:20]1[CH:19]=[CH:18][C:17]2[N:16]([N:15]=[C:14]([C:24]3[CH:25]=[CH:26][C:27]([O:30][CH3:31])=[CH:28][CH:29]=3)[C:13]=2[CH2:2][C:3]2[N:8]=[C:7]([C:9]([O:11][CH3:12])=[O:10])[CH:6]=[CH:5][CH:4]=2)[CH:21]=1. Given the reactants O[CH:2]([C:13]1[C:14]([C:24]2[CH:29]=[CH:28][C:27]([O:30][CH3:31])=[CH:26][CH:25]=2)=[N:15][N:16]2[CH:21]=[C:20]([O:22][CH3:23])[CH:19]=[CH:18][C:17]=12)[C:3]1[N:8]=[C:7]([C:9]([O:11][CH3:12])=[O:10])[CH:6]=[CH:5][CH:4]=1.C([SiH](CC)CC)C.FC(F)(F)C(O)=O.C(=O)(O)[O-].[Na+], predict the reaction product. (3) Given the reactants [NH2:1][C:2]1[C:11]2[CH:10]=[CH:9][CH:8]=[C:7](Br)[C:6]=2[N:5]=[C:4]2[CH2:13][N:14]([CH2:17][C:18]3[CH:23]=[C:22]([O:24][CH3:25])[CH:21]=[CH:20][C:19]=3[O:26][CH3:27])[C:15](=[O:16])[C:3]=12.B(O)O.[CH3:31][O:32][C:33]1[CH:38]=[CH:37][N:36]=[CH:35][C:34]=1B(O)O, predict the reaction product. The product is: [NH2:1][C:2]1[C:11]2[CH:10]=[CH:9][CH:8]=[C:7]([C:34]3[CH:35]=[N:36][CH:37]=[CH:38][C:33]=3[O:32][CH3:31])[C:6]=2[N:5]=[C:4]2[CH2:13][N:14]([CH2:17][C:18]3[CH:23]=[C:22]([O:24][CH3:25])[CH:21]=[CH:20][C:19]=3[O:26][CH3:27])[C:15](=[O:16])[C:3]=12. (4) Given the reactants [NH2:1][C:2]1([CH2:14][OH:15])[CH2:5][CH:4]([O:6][CH2:7][C:8]2[CH:13]=[CH:12][CH:11]=[CH:10][CH:9]=2)[CH2:3]1.[C:16](O[C:16]([O:18][C:19]([CH3:22])([CH3:21])[CH3:20])=[O:17])([O:18][C:19]([CH3:22])([CH3:21])[CH3:20])=[O:17].C(N(CC)CC)C, predict the reaction product. The product is: [CH2:7]([O:6][CH:4]1[CH2:3][C:2]([NH:1][C:16](=[O:17])[O:18][C:19]([CH3:22])([CH3:21])[CH3:20])([CH2:14][OH:15])[CH2:5]1)[C:8]1[CH:13]=[CH:12][CH:11]=[CH:10][CH:9]=1. (5) Given the reactants [CH3:1][C:2]([O:4][CH2:5][C@H:6]1[O:11][CH:10]=[CH:9][C@H:8]([O:12][C:13]([CH3:15])=[O:14])[C@@H:7]1[O:16][C@H:17]1[O:22][C@H:21]([CH2:23][O:24][C:25]([CH3:27])=[O:26])[C@@H:20]([O:28][C:29]([CH3:31])=[O:30])[C@H:19]([O:32][C:33]([CH3:35])=[O:34])[C@H:18]1[O:36][C:37]([CH3:39])=[O:38])=[O:3].C(O)[C@H]1O[C@H](O[C@H]2[C@H](O)[C@@H](O)[C@H](O)O[C@@H]2CO)[C@H](O)[C@@H](O)[C@@H]1O.O.C(O)[C@H]1O[C@H](O[C@H]2[C@H](O)[C@@H](O)[C@H](O)O[C@@H]2CO)[C@H](O)[C@@H](O)[C@@H]1O.O=C[C@@H]([C@H]([C@@H]([C@@H](CO)O)O)O)O.C(OC(=O)C)(=O)C.Br.C(O)(=O)C.C([O-])(=O)C.[Na+].C(O)(=O)C, predict the reaction product. The product is: [CH3:1][C:2]([O:4][CH2:5][C@H:6]1[O:11][CH:10]=[CH:9][C@H:8]([O:12][C:13]([CH3:15])=[O:14])[C@@H:7]1[O:16][C@H:17]1[O:22][C@H:21]([CH2:23][O:24][C:25]([CH3:27])=[O:26])[C@@H:20]([O:28][C:29]([CH3:31])=[O:30])[C@H:19]([O:32][C:33]([CH3:35])=[O:34])[C@H:18]1[O:36][C:37]([CH3:39])=[O:38])=[O:3].[C:13]([O:12][C@H:8]1[C@H:7]([O:16][C:17](=[O:22])[CH3:18])[C@@H:6]([CH2:5][O:4][C:2](=[O:3])[CH3:1])[O:11][CH:10]=[CH:9]1)(=[O:14])[CH3:15]. (6) Given the reactants [C:1]([O:5][C:6]([N:8]1[C:16]2[C:11](=[CH:12][CH:13]=[C:14]([N+:17]([O-:19])=[O:18])[CH:15]=2)[C:10](I)=[N:9]1)=[O:7])([CH3:4])([CH3:3])[CH3:2].[C:21]1(B(O)O)[CH:26]=[CH:25][CH:24]=[CH:23][CH:22]=1.O.ClCCl, predict the reaction product. The product is: [C:1]([O:5][C:6]([N:8]1[C:16]2[C:11](=[CH:12][CH:13]=[C:14]([N+:17]([O-:19])=[O:18])[CH:15]=2)[C:10]([C:21]2[CH:26]=[CH:25][CH:24]=[CH:23][CH:22]=2)=[N:9]1)=[O:7])([CH3:4])([CH3:3])[CH3:2]. (7) Given the reactants [NH2:1][C:2]1[CH:7]=[C:6]([Cl:8])[CH:5]=[CH:4][C:3]=1[OH:9].[NH:10]1[CH2:15][CH2:14][CH:13](C(O)=O)[CH2:12][CH2:11]1.O.[OH-].[K+].[C:22]1(C)C(C)=CC=CC=1, predict the reaction product. The product is: [Cl:8][C:6]1[CH:5]=[CH:4][C:3]2[O:9][C:22]([N:10]3[CH2:11][CH2:12][CH2:13][CH2:14][CH2:15]3)=[N:1][C:2]=2[CH:7]=1.